This data is from NCI-60 drug combinations with 297,098 pairs across 59 cell lines. The task is: Regression. Given two drug SMILES strings and cell line genomic features, predict the synergy score measuring deviation from expected non-interaction effect. (1) Cell line: TK-10. Drug 2: CC1=C2C(C(=O)C3(C(CC4C(C3C(C(C2(C)C)(CC1OC(=O)C(C(C5=CC=CC=C5)NC(=O)C6=CC=CC=C6)O)O)OC(=O)C7=CC=CC=C7)(CO4)OC(=O)C)O)C)OC(=O)C. Synergy scores: CSS=23.1, Synergy_ZIP=-7.16, Synergy_Bliss=-2.73, Synergy_Loewe=-2.04, Synergy_HSA=-1.69. Drug 1: C1=CC(=CC=C1CCCC(=O)O)N(CCCl)CCCl. (2) Drug 1: CCCS(=O)(=O)NC1=C(C(=C(C=C1)F)C(=O)C2=CNC3=C2C=C(C=N3)C4=CC=C(C=C4)Cl)F. Drug 2: CC1CCC2CC(C(=CC=CC=CC(CC(C(=O)C(C(C(=CC(C(=O)CC(OC(=O)C3CCCCN3C(=O)C(=O)C1(O2)O)C(C)CC4CCC(C(C4)OC)O)C)C)O)OC)C)C)C)OC. Cell line: SF-268. Synergy scores: CSS=34.2, Synergy_ZIP=12.3, Synergy_Bliss=15.1, Synergy_Loewe=-3.08, Synergy_HSA=12.8. (3) Drug 1: C1=NC(=NC(=O)N1C2C(C(C(O2)CO)O)O)N. Drug 2: CC1=C(C(=CC=C1)Cl)NC(=O)C2=CN=C(S2)NC3=CC(=NC(=N3)C)N4CCN(CC4)CCO. Cell line: HCT116. Synergy scores: CSS=54.3, Synergy_ZIP=-2.81, Synergy_Bliss=-2.83, Synergy_Loewe=-2.75, Synergy_HSA=-1.87. (4) Drug 1: COC1=CC(=CC(=C1O)OC)C2C3C(COC3=O)C(C4=CC5=C(C=C24)OCO5)OC6C(C(C7C(O6)COC(O7)C8=CC=CS8)O)O. Drug 2: CCN(CC)CCCC(C)NC1=C2C=C(C=CC2=NC3=C1C=CC(=C3)Cl)OC. Cell line: KM12. Synergy scores: CSS=19.8, Synergy_ZIP=-13.1, Synergy_Bliss=-12.9, Synergy_Loewe=-9.71, Synergy_HSA=-8.81.